Dataset: Catalyst prediction with 721,799 reactions and 888 catalyst types from USPTO. Task: Predict which catalyst facilitates the given reaction. (1) Reactant: CS([O:5][CH2:6][CH2:7][O:8][CH2:9][CH2:10][N:11]=[N+:12]=[N-:13])(=O)=O.[C:14]([O-])(=[S:16])[CH3:15].[K+]. Product: [C:14]([O:5][CH2:6][CH2:7][O:8][CH2:9][CH2:10][N:11]=[N+:12]=[N-:13])(=[S:16])[CH3:15]. The catalyst class is: 3. (2) Reactant: C(Cl)(=O)C(Cl)=O.CS(C)=O.[OH:11][CH:12]1[CH2:17][CH2:16][CH2:15][N:14]([C:18]([O:20][C:21]([CH3:24])([CH3:23])[CH3:22])=[O:19])[CH:13]1[CH3:25].C(N(CC)C(C)C)(C)C. Product: [CH3:25][CH:13]1[C:12](=[O:11])[CH2:17][CH2:16][CH2:15][N:14]1[C:18]([O:20][C:21]([CH3:22])([CH3:24])[CH3:23])=[O:19]. The catalyst class is: 4. (3) Reactant: CN1CCOCC1.ClC(OCC(C)C)=O.Cl.[NH:17]([C:21]1[CH:22]=[C:23]([CH:27]=[CH:28][CH:29]=1)[C:24]([OH:26])=O)[C:18]([NH2:20])=[NH:19].[NH2:30][CH2:31][C:32]([NH:34][CH:35]([C:42]1[CH:47]=[CH:46][CH:45]=[CH:44][CH:43]=1)[CH2:36][C:37]([O:39][CH2:40][CH3:41])=[O:38])=[O:33]. Product: [NH:17]([C:21]1[CH:22]=[C:23]([CH:27]=[CH:28][CH:29]=1)[C:24]([NH:30][CH2:31][C:32]([NH:34][CH:35]([C:42]1[CH:43]=[CH:44][CH:45]=[CH:46][CH:47]=1)[CH2:36][C:37]([O:39][CH2:40][CH3:41])=[O:38])=[O:33])=[O:26])[C:18]([NH2:20])=[NH:19]. The catalyst class is: 3.